From a dataset of Catalyst prediction with 721,799 reactions and 888 catalyst types from USPTO. Predict which catalyst facilitates the given reaction. (1) Reactant: [CH3:1][C@H:2]1[O:7][C@@H:6]([CH3:8])[CH2:5][NH:4][CH2:3]1.Cl[C:10]1[CH:15]=[C:14]([Cl:16])[CH:13]=[CH:12][N:11]=1.C(=O)([O-])[O-].[K+].[K+]. Product: [Cl:16][C:14]1[CH:13]=[CH:12][N:11]=[C:10]([N:4]2[CH2:5][C@H:6]([CH3:8])[O:7][C@H:2]([CH3:1])[CH2:3]2)[CH:15]=1. The catalyst class is: 10. (2) Reactant: [CH3:1][C@H:2]1[CH2:7][CH2:6][CH2:5][CH2:4][C@H:3]1[NH:8][C:9]1[C:10]2[N:11]([CH:17]=[CH:18][CH:19]=2)[N:12]=[CH:13][C:14]=1[C:15]#[N:16].[NH4+].[OH-:21].OO. Product: [CH3:1][C@H:2]1[CH2:7][CH2:6][CH2:5][CH2:4][C@H:3]1[NH:8][C:9]1[C:10]2[N:11]([CH:17]=[CH:18][CH:19]=2)[N:12]=[CH:13][C:14]=1[C:15]([NH2:16])=[O:21]. The catalyst class is: 14. (3) Reactant: [F:1][C:2]([F:11])([F:10])[C:3]1[CH:8]=[CH:7][CH:6]=[CH:5][C:4]=1[OH:9].[C:12](O)([CH3:15])([CH3:14])[CH3:13].O. Product: [C:12]([C:7]1[CH:6]=[CH:5][C:4]([OH:9])=[C:3]([C:2]([F:10])([F:11])[F:1])[CH:8]=1)([CH3:15])([CH3:14])[CH3:13]. The catalyst class is: 67. (4) Reactant: C(OC([N:8]1[CH2:13][CH2:12][CH:11]([CH2:14][NH:15][S:16]([C:19]2[CH:24]=[CH:23][CH:22]=[C:21]([S:25](=[O:42])(=[O:41])[NH:26][C:27]3[CH:32]=[CH:31][C:30]([N:33]([CH3:35])[CH3:34])=[C:29]([C:36]4[O:37][CH:38]=[CH:39][CH:40]=4)[CH:28]=3)[CH:20]=2)(=[O:18])=[O:17])[CH2:10][CH2:9]1)=O)(C)(C)C.FC(F)(F)C(O)=O. Product: [CH3:34][N:33]([CH3:35])[C:30]1[CH:31]=[CH:32][C:27]([NH:26][S:25]([C:21]2[CH:20]=[C:19]([S:16]([NH:15][CH2:14][CH:11]3[CH2:12][CH2:13][NH:8][CH2:9][CH2:10]3)(=[O:18])=[O:17])[CH:24]=[CH:23][CH:22]=2)(=[O:42])=[O:41])=[CH:28][C:29]=1[C:36]1[O:37][CH:38]=[CH:39][CH:40]=1. The catalyst class is: 4.